This data is from Catalyst prediction with 721,799 reactions and 888 catalyst types from USPTO. The task is: Predict which catalyst facilitates the given reaction. (1) Reactant: [CH3:1][C:2]1[NH:6][N:5]=[C:4]([NH2:7])[CH:3]=1.C(N(CC)C(C)C)(C)C.[I-].[Na+].[Cl:19][C:20]1[CH:25]=[C:24](Cl)[N:23]=[C:22]([C:27]2[CH:32]=[CH:31][CH:30]=[CH:29][C:28]=2[Cl:33])[N:21]=1. Product: [Cl:19][C:20]1[N:21]=[C:22]([C:27]2[CH:32]=[CH:31][CH:30]=[CH:29][C:28]=2[Cl:33])[N:23]=[C:24]([NH:7][C:4]2[CH:3]=[C:2]([CH3:1])[NH:6][N:5]=2)[CH:25]=1. The catalyst class is: 3. (2) Reactant: [CH3:1][O:2][C:3]1[CH:12]=[C:11]2[C:6]([C:7]([CH3:27])=[CH:8][C:9]([NH:13][C@H:14]3[CH2:18][CH2:17][C@H:16]([NH:19]C(=O)OC(C)(C)C)[CH2:15]3)=[N:10]2)=[CH:5][CH:4]=1.C(O)(C(F)(F)F)=O. The catalyst class is: 2. Product: [CH3:1][O:2][C:3]1[CH:12]=[C:11]2[C:6]([C:7]([CH3:27])=[CH:8][C:9]([NH:13][C@H:14]3[CH2:18][CH2:17][C@H:16]([NH2:19])[CH2:15]3)=[N:10]2)=[CH:5][CH:4]=1.